Dataset: Forward reaction prediction with 1.9M reactions from USPTO patents (1976-2016). Task: Predict the product of the given reaction. (1) Given the reactants [Cl:1][C:2]1[CH:11]=[C:10]([CH:12]=O)[CH:9]=[C:8]([OH:14])[C:3]=1[C:4]([O:6]C)=[O:5].[C:15]1([C:21](=O)[CH2:22][C:23]2[CH:28]=[CH:27][CH:26]=[CH:25][CH:24]=2)[CH:20]=[CH:19][CH:18]=[CH:17][CH:16]=1.[NH2:30][C:31]([NH2:33])=[O:32].Cl, predict the reaction product. The product is: [Cl:1][C:2]1[CH:11]=[C:10]([CH:12]2[C:22]([C:23]3[CH:28]=[CH:27][CH:26]=[CH:25][CH:24]=3)=[C:21]([C:15]3[CH:20]=[CH:19][CH:18]=[CH:17][CH:16]=3)[NH:33][C:31](=[O:32])[NH:30]2)[CH:9]=[C:8]([OH:14])[C:3]=1[C:4]([OH:6])=[O:5]. (2) Given the reactants [C:1]([CH:3]=[C:4]([NH:15][C:16](=O)[O:17]CC)[C:5]1[CH:10]=[CH:9][C:8]([C:11]([F:14])([F:13])[F:12])=[CH:7][CH:6]=1)#[N:2].[NH:21]([C:23](=O)[C:24]([O:26][CH2:27][CH3:28])=[O:25])[NH2:22].O, predict the reaction product. The product is: [OH:17][C:16]1[N:22]2[N:21]=[C:23]([C:24]([O:26][CH2:27][CH3:28])=[O:25])[N:2]=[C:1]2[CH:3]=[C:4]([C:5]2[CH:10]=[CH:9][C:8]([C:11]([F:12])([F:13])[F:14])=[CH:7][CH:6]=2)[N:15]=1. (3) Given the reactants [CH2:1]([S:8][C:9]1[CH:14]=[CH:13][CH:12]=[C:11]([C:15]#[N:16])[N:10]=1)[C:2]1[CH:7]=[CH:6][CH:5]=[CH:4][CH:3]=1.[C:17](OC)(=[O:25])[C:18]1[C:19](=[CH:21][CH:22]=[CH:23][CH:24]=1)[SH:20].C(N(CC)CC)C, predict the reaction product. The product is: [CH2:1]([S:8][C:9]1[N:10]=[C:11]([C:15]2[S:20][C:19]3[CH:21]=[CH:22][CH:23]=[CH:24][C:18]=3[C:17](=[O:25])[N:16]=2)[CH:12]=[CH:13][CH:14]=1)[C:2]1[CH:3]=[CH:4][CH:5]=[CH:6][CH:7]=1. (4) Given the reactants [CH3:1][C@@H:2]1[CH2:7][NH:6][CH2:5][CH2:4][N:3]1[C:8]([O:10][CH2:11][C:12]1[CH:17]=[CH:16][CH:15]=[CH:14][CH:13]=1)=[O:9].[NH2:18][C:19]1[C:20]([F:27])=[C:21]([CH:24]=[CH:25][CH:26]=1)[CH:22]=O, predict the reaction product. The product is: [NH2:18][C:19]1[C:20]([F:27])=[C:21]([CH:24]=[CH:25][CH:26]=1)[CH2:22][N:6]1[CH2:5][CH2:4][N:3]([C:8]([O:10][CH2:11][C:12]2[CH:17]=[CH:16][CH:15]=[CH:14][CH:13]=2)=[O:9])[C@H:2]([CH3:1])[CH2:7]1. (5) Given the reactants [CH2:1]([O:3][C:4]([C:6]1[C:16]([CH2:17][CH2:18][CH2:19][C:20]2[CH2:21][C:22](=O)[CH:23]=[CH:24][CH:25]=2)=[C:15]([OH:27])[C:9]2[N:10]=[C:11]([CH3:14])[N:12]([CH3:13])[C:8]=2[CH:7]=1)=[O:5])[CH3:2].[BH4-].[Na+].[Cl-].[NH4+].[OH2:32], predict the reaction product. The product is: [CH2:1]([O:3][C:4]([C:6]1[C:16]([CH2:17][CH2:18][CH:19]([OH:32])[C:20]2[CH:21]=[CH:22][CH:23]=[CH:24][CH:25]=2)=[C:15]([OH:27])[C:9]2[N:10]=[C:11]([CH3:14])[N:12]([CH3:13])[C:8]=2[CH:7]=1)=[O:5])[CH3:2]. (6) Given the reactants [N:1]1([C:7]2[CH:12]=[CH:11][C:10]([NH:13][C:14]([C:16]3[N:21]=[C:20]([CH2:22][N:23]([CH3:42])[CH2:24][CH2:25][O:26][CH2:27][CH2:28][O:29][CH2:30][CH2:31][O:32][CH2:33][CH2:34][C:35]([O:37]C(C)(C)C)=[O:36])[CH:19]=[CH:18][CH:17]=3)=[O:15])=[C:9]([C:43](=[O:60])[NH:44][C:45]3[CH:49]=[CH:48][N:47]([C:50]4[CH:55]=[CH:54][CH:53]=[C:52]([C:56]([F:59])([F:58])[F:57])[CH:51]=4)[N:46]=3)[CH:8]=2)[CH2:6][CH2:5][CH2:4][CH2:3][CH2:2]1.FC(F)(F)C(O)=O, predict the reaction product. The product is: [CH3:42][N:23]([CH2:24][CH2:25][O:26][CH2:27][CH2:28][O:29][CH2:30][CH2:31][O:32][CH2:33][CH2:34][C:35]([OH:37])=[O:36])[CH2:22][C:20]1[CH:19]=[CH:18][CH:17]=[C:16]([C:14](=[O:15])[NH:13][C:10]2[CH:11]=[CH:12][C:7]([N:1]3[CH2:2][CH2:3][CH2:4][CH2:5][CH2:6]3)=[CH:8][C:9]=2[C:43](=[O:60])[NH:44][C:45]2[CH:49]=[CH:48][N:47]([C:50]3[CH:55]=[CH:54][CH:53]=[C:52]([C:56]([F:57])([F:58])[F:59])[CH:51]=3)[N:46]=2)[N:21]=1. (7) Given the reactants C(OC([N:8]1[CH2:13][CH2:12][C:11]([NH:31]C(OC(C)(C)C)=O)([C:14](=[O:30])[NH:15][CH2:16][C:17]2[CH:18]=[C:19]([C:24]3[CH:29]=[CH:28][CH:27]=[CH:26][CH:25]=3)[C:20]([Cl:23])=[CH:21][CH:22]=2)[CH2:10][CH2:9]1)=O)(C)(C)C, predict the reaction product. The product is: [ClH:23].[Cl:23][C:20]1[C:19]([C:24]2[CH:25]=[CH:26][CH:27]=[CH:28][CH:29]=2)=[CH:18][C:17]([CH2:16][NH:15][C:14]([C:11]2([NH2:31])[CH2:12][CH2:13][NH:8][CH2:9][CH2:10]2)=[O:30])=[CH:22][CH:21]=1. (8) Given the reactants [C:1]([O:5][C:6](=[O:13])[NH:7][C:8]([CH3:12])([CH3:11])[CH2:9][OH:10])([CH3:4])([CH3:3])[CH3:2].C(N(CC)CC)C.O, predict the reaction product. The product is: [C:1]([O:5][C:6](=[O:13])[NH:7][C:8]([CH3:12])([CH3:11])[CH:9]=[O:10])([CH3:4])([CH3:2])[CH3:3]. (9) Given the reactants [F:1][C:2]1[CH:3]=[C:4]([C:8]2[CH:9]=[C:10]([CH3:34])[C:11]([O:32][CH3:33])=[C:12]([CH2:14][NH:15][C:16]3[C:17]([CH3:31])=[C:18]([CH:27]=[CH:28][C:29]=3[CH3:30])[O:19][CH2:20][C:21]([O:23]C(C)C)=[O:22])[CH:13]=2)[CH:5]=[CH:6][CH:7]=1.[Li+].[OH-], predict the reaction product. The product is: [F:1][C:2]1[CH:3]=[C:4]([C:8]2[CH:9]=[C:10]([CH3:34])[C:11]([O:32][CH3:33])=[C:12]([CH2:14][NH:15][C:16]3[C:17]([CH3:31])=[C:18]([CH:27]=[CH:28][C:29]=3[CH3:30])[O:19][CH2:20][C:21]([OH:23])=[O:22])[CH:13]=2)[CH:5]=[CH:6][CH:7]=1. (10) The product is: [C:1]([O:5][C:6](=[O:7])[NH:8][C@@H:9]1[CH2:14][CH2:13][CH2:12][CH2:11][C@@H:10]1[NH:15][C:16]1[C:25]2[C:20](=[CH:21][CH:22]=[C:23]([CH3:26])[CH:24]=2)[N:19]=[C:18]([C:27]([NH:34][CH2:33][CH2:32][O:31][CH3:30])=[O:29])[N:17]=1)([CH3:4])([CH3:3])[CH3:2]. Given the reactants [C:1]([O:5][C:6]([NH:8][C@@H:9]1[CH2:14][CH2:13][CH2:12][CH2:11][C@@H:10]1[NH:15][C:16]1[C:25]2[C:20](=[CH:21][CH:22]=[C:23]([CH3:26])[CH:24]=2)[N:19]=[C:18]([C:27]([O-:29])=O)[N:17]=1)=[O:7])([CH3:4])([CH3:3])[CH3:2].[CH3:30][O:31][CH2:32][CH2:33][NH2:34].C(OC(C)C)(C)C, predict the reaction product.